The task is: Predict the reaction yield, written as a fraction of the theoretical maximum amount of product (1.0 means a 100% yield; for example, 0.34 means a 34% yield).. This data is from Reaction yield outcomes from USPTO patents with 853,638 reactions. (1) The reactants are [N:1]([C:4]1([C:13]([O:15]CC)=O)[C:12]2[C:7](=[CH:8][CH:9]=[CH:10][CH:11]=2)[CH2:6][CH2:5]1)=[C:2]=[S:3].[NH2:18][CH2:19][C:20]([N:22]([CH2:29][C:30]1[CH:35]=[CH:34][CH:33]=[CH:32][CH:31]=1)[CH:23]([CH:25]1[CH2:28][CH2:27][CH2:26]1)[CH3:24])=[O:21].CCN(CC)CC. The catalyst is C1COCC1. The product is [CH2:29]([N:22]([CH:23]([CH:25]1[CH2:26][CH2:27][CH2:28]1)[CH3:24])[C:20](=[O:21])[CH2:19][N:18]1[C:13](=[O:15])[C:4]2([C:12]3[C:7](=[CH:8][CH:9]=[CH:10][CH:11]=3)[CH2:6][CH2:5]2)[NH:1][C:2]1=[S:3])[C:30]1[CH:35]=[CH:34][CH:33]=[CH:32][CH:31]=1. The yield is 0.400. (2) The reactants are [Br:1][C:2]1[CH:7]=[CH:6][C:5]([OH:8])=[CH:4][CH:3]=1.[H-].[Na+].[CH2:11](Cl)[O:12][CH3:13]. The catalyst is C1COCC1. The product is [Br:1][C:2]1[CH:7]=[CH:6][C:5]([O:8][CH2:11][O:12][CH3:13])=[CH:4][CH:3]=1. The yield is 0.800. (3) The reactants are Cl[C:2]1[C:7]2=[CH:8][CH:9]=[CH:10][N:6]2[NH:5][C:4]([N:12]([CH3:14])[CH3:13])(N)[N:3]=1.[NH2:15][C:16]1[CH:21]=[C:20]([OH:22])[C:19]([CH3:23])=[CH:18][CH:17]=1. The catalyst is C(O)C. The product is [CH3:14][N:12]([CH3:13])[C:4]1[N:3]=[C:2]([NH:15][C:16]2[CH:17]=[CH:18][C:19]([CH3:23])=[C:20]([OH:22])[CH:21]=2)[C:7]2=[CH:8][CH:9]=[CH:10][N:6]2[N:5]=1. The yield is 0.720. (4) The reactants are Br[C:2]1[CH:18]=[C:17]2[C:5]([CH2:6][C:7]3([C:10]42[N:14]=[C:13]([NH2:15])[C:12]([CH3:16])=[N:11]4)[CH2:9][CH2:8]3)=[CH:4][CH:3]=1.[Cl:19][C:20]1[CH:21]=[C:22]([CH:25]=[C:26](B2OC(C)(C)C(C)(C)O2)[CH:27]=1)[C:23]#[N:24].C([O-])([O-])=O.[K+].[K+]. The catalyst is C1C=CC(P(C2C=CC=CC=2)[C-]2C=CC=C2)=CC=1.C1C=CC(P(C2C=CC=CC=2)[C-]2C=CC=C2)=CC=1.Cl[Pd]Cl.[Fe+2].C1COCC1. The product is [NH2:15][C:13]1[C:12]([CH3:16])=[N:11][C:10]2([C:17]3[C:5](=[CH:4][CH:3]=[C:2]([C:26]4[CH:25]=[C:22]([CH:21]=[C:20]([Cl:19])[CH:27]=4)[C:23]#[N:24])[CH:18]=3)[CH2:6][C:7]32[CH2:9][CH2:8]3)[N:14]=1. The yield is 0.0800. (5) The reactants are [Br:1][CH:2](Br)[C:3]([C:5]1[CH:10]=[CH:9][CH:8]=[C:7]([O:11][C:12]2[CH:17]=[CH:16][C:15]([C:18](=[O:22])[CH:19](Br)[Br:20])=[CH:14][CH:13]=2)[CH:6]=1)=[O:4].C(N(CC)CC)C.P([O-])(OCC)OCC. The catalyst is O1CCCC1. The product is [Br:1][CH2:2][C:3]([C:5]1[CH:10]=[CH:9][CH:8]=[C:7]([O:11][C:12]2[CH:17]=[CH:16][C:15]([C:18](=[O:22])[CH2:19][Br:20])=[CH:14][CH:13]=2)[CH:6]=1)=[O:4]. The yield is 0.880. (6) The reactants are [C:1]([C:5]1[CH:6]=[C:7]2[C:11](=[C:12]([C:16]3[CH:21]=[C:20]([C:22]([CH3:25])([CH3:24])[CH3:23])[CH:19]=[C:18]([C:26]([CH3:29])([CH3:28])[CH3:27])[CH:17]=3)[C:13]=1[O:14][CH3:15])[CH2:10][C:9]([CH3:30])=[CH:8]2)([CH3:4])([CH3:3])[CH3:2].C1(C)C=CC=CC=1.[Li]CCCC.[Cl:43][Si:44](Cl)([CH3:46])[CH3:45]. The catalyst is C1COCC1. The product is [C:1]([C:5]1[CH:6]=[C:7]2[C:11]([CH:10]=[C:9]([CH3:30])[CH:8]2[Si:44]([Cl:43])([CH3:46])[CH3:45])=[C:12]([C:16]2[CH:21]=[C:20]([C:22]([CH3:25])([CH3:24])[CH3:23])[CH:19]=[C:18]([C:26]([CH3:29])([CH3:28])[CH3:27])[CH:17]=2)[C:13]=1[O:14][CH3:15])([CH3:4])([CH3:3])[CH3:2]. The yield is 0.990. (7) The reactants are [F:1][C:2]([F:9])([F:8])/[CH:3]=[CH:4]/[C:5](O)=[O:6].C(N(C(C)C)CC)(C)C.CN(C(ON1N=NC2C=CC=CC1=2)=[N+](C)C)C.F[P-](F)(F)(F)(F)F.[CH3:43][NH:44][C:45]([C:47]1[C:48]([CH3:60])=[N:49][C:50]([CH3:59])=[CH:51][C:52]=1[N:53]1[CH2:58][CH2:57][NH:56][CH2:55][CH2:54]1)=[O:46]. The catalyst is CN(C=O)C. The product is [CH3:43][NH:44][C:45]([C:47]1[C:48]([CH3:60])=[N:49][C:50]([CH3:59])=[CH:51][C:52]=1[N:53]1[CH2:58][CH2:57][N:56]([C:5](=[O:6])/[CH:4]=[CH:3]/[C:2]([F:9])([F:8])[F:1])[CH2:55][CH2:54]1)=[O:46]. The yield is 0.380. (8) The reactants are [N+:1]([C:4]1[CH:9]=[CH:8][C:7]([C:10]2[S:11][CH:12]=[CH:13][N:14]=2)=[CH:6][CH:5]=1)([O-])=O.[OH-].[Na+]. The catalyst is C(O)(=O)C.O.[Fe]. The product is [S:11]1[CH:12]=[CH:13][N:14]=[C:10]1[C:7]1[CH:8]=[CH:9][C:4]([NH2:1])=[CH:5][CH:6]=1. The yield is 0.880.